Dataset: Forward reaction prediction with 1.9M reactions from USPTO patents (1976-2016). Task: Predict the product of the given reaction. (1) Given the reactants [CH3:1][CH:2]([CH3:15])[CH2:3][CH2:4][N:5]1[C:13]2[C:8](=[C:9]([NH2:14])[CH:10]=[CH:11][CH:12]=2)[CH:7]=[N:6]1.[N:16]([C:19]1[CH:24]=[C:23]([S:25]([CH3:28])(=[O:27])=[O:26])[CH:22]=[CH:21][C:20]=1[O:29][CH3:30])=[C:17]=[S:18].CS(C1C=CC(OC)=C(NC(NC2C=CC=C3C=2C=NN3C)=S)C=1)(=O)=O, predict the reaction product. The product is: [CH3:28][S:25]([C:23]1[CH:22]=[CH:21][C:20]([O:29][CH3:30])=[C:19]([NH:16][C:17]([NH:14][C:9]2[CH:10]=[CH:11][CH:12]=[C:13]3[C:8]=2[CH:7]=[N:6][N:5]3[CH2:4][CH2:3][CH:2]([CH3:15])[CH3:1])=[S:18])[CH:24]=1)(=[O:27])=[O:26]. (2) Given the reactants O[C:2]1[C:3]2[N:4]([N:9]=[C:10]([C:12]([O:14][CH2:15][CH3:16])=[O:13])[CH:11]=2)[CH:5]=[C:6]([CH3:8])[N:7]=1.O=P(Cl)(Cl)[Cl:19], predict the reaction product. The product is: [Cl:19][C:2]1[C:3]2[N:4]([N:9]=[C:10]([C:12]([O:14][CH2:15][CH3:16])=[O:13])[CH:11]=2)[CH:5]=[C:6]([CH3:8])[N:7]=1. (3) Given the reactants C(OC([NH:8][C:9]1[CH:14]=[C:13]([O:15][C:16]2[CH:17]=[C:18]([CH2:22][CH2:23][C:24]([O:26][CH3:27])=[O:25])[CH:19]=[CH:20][CH:21]=2)[CH:12]=[CH:11][N:10]=1)=O)(C)(C)C.FC(F)(F)C(O)=O, predict the reaction product. The product is: [NH2:8][C:9]1[CH:14]=[C:13]([O:15][C:16]2[CH:17]=[C:18]([CH2:22][CH2:23][C:24]([O:26][CH3:27])=[O:25])[CH:19]=[CH:20][CH:21]=2)[CH:12]=[CH:11][N:10]=1. (4) Given the reactants [CH:1]1([C@H:7]([NH:12][C:13]([C:15]2[S:16][C:17]([C:32]3[CH:37]=[CH:36][C:35]([O:38][C:39]([F:42])([F:41])[F:40])=[CH:34][CH:33]=3)=[CH:18][C:19]=2[NH:20][C:21]([NH:23][C:24]2[C:29]([Cl:30])=[CH:28][CH:27]=[CH:26][C:25]=2[Cl:31])=[O:22])=[O:14])[C:8]([O:10]C)=[O:9])[CH2:6][CH2:5][CH2:4][CH2:3][CH2:2]1.[OH-].[Li+], predict the reaction product. The product is: [CH:1]1([C@H:7]([NH:12][C:13]([C:15]2[S:16][C:17]([C:32]3[CH:37]=[CH:36][C:35]([O:38][C:39]([F:40])([F:41])[F:42])=[CH:34][CH:33]=3)=[CH:18][C:19]=2[NH:20][C:21]([NH:23][C:24]2[C:29]([Cl:30])=[CH:28][CH:27]=[CH:26][C:25]=2[Cl:31])=[O:22])=[O:14])[C:8]([OH:10])=[O:9])[CH2:6][CH2:5][CH2:4][CH2:3][CH2:2]1. (5) Given the reactants [CH2:1]([O:3][C:4]([C:6]1[C:7]([OH:29])=[C:8]2[C:15]([C:16]3[CH:21]=[CH:20][CH:19]=[CH:18][CH:17]=3)=[CH:14][N:13]([C:22]3[CH:27]=[CH:26][C:25]([F:28])=[CH:24][CH:23]=3)[C:9]2=[C:10](Cl)[N:11]=1)=[O:5])[CH3:2].[CH3:30][Sn](C)(C)C, predict the reaction product. The product is: [CH2:1]([O:3][C:4]([C:6]1[C:7]([OH:29])=[C:8]2[C:15]([C:16]3[CH:21]=[CH:20][CH:19]=[CH:18][CH:17]=3)=[CH:14][N:13]([C:22]3[CH:27]=[CH:26][C:25]([F:28])=[CH:24][CH:23]=3)[C:9]2=[C:10]([CH3:30])[N:11]=1)=[O:5])[CH3:2]. (6) Given the reactants [C:1]([C:3]1[CH:8]=[CH:7][CH:6]=[CH:5][C:4]=1[S:9]([N:12]1[CH2:17][CH2:16][N:15]([C:18]2[CH:23]=[CH:22][C:21]([N:24]3[CH2:28][C@H:27]([CH2:29][NH:30][C:31](=[O:33])[CH3:32])[O:26][C:25]3=[O:34])=[CH:20][C:19]=2[F:35])[CH2:14][CH2:13]1)(=[O:11])=[O:10])#[N:2].C1C=C([O:42]O)C(C(O)=O)=C(C(O)=O)C=1, predict the reaction product. The product is: [C:1]([C:3]1[CH:8]=[CH:7][CH:6]=[CH:5][C:4]=1[S:9]([N:12]1[CH2:13][CH2:14][N:15]([C:18]2[CH:23]=[CH:22][C:21]([N:24]3[CH2:28][C@@H:27]([CH2:29][NH+:30]([O-:42])[C:31](=[O:33])[CH3:32])[O:26][C:25]3=[O:34])=[CH:20][C:19]=2[F:35])[CH2:16][CH2:17]1)(=[O:11])=[O:10])#[N:2].